Dataset: Forward reaction prediction with 1.9M reactions from USPTO patents (1976-2016). Task: Predict the product of the given reaction. (1) The product is: [Cl:12][C:4]1[CH:3]=[C:2]([NH:1][CH2:16][CH2:17][CH2:25][C:24]([O:27][CH2:28][CH3:29])=[O:26])[CH:11]=[CH:10][C:5]=1[C:6]([O:8][CH3:9])=[O:7]. Given the reactants [NH2:1][C:2]1[CH:11]=[CH:10][C:5]([C:6]([O:8][CH3:9])=[O:7])=[C:4]([Cl:12])[CH:3]=1.[I-].[Na+].N1C(C)=CC=[CH:17][C:16]=1C.O.[C:24]([O:27][CH2:28][CH3:29])(=[O:26])[CH3:25], predict the reaction product. (2) Given the reactants [CH3:1][CH:2]1[CH2:6][CH2:5][CH2:4][N:3]1[CH2:7][CH2:8][CH2:9][O:10][C:11]1[CH:16]=[CH:15][C:14]([C:17]2[S:18][C:19]3[CH2:25][CH2:24][CH2:23][CH:22]([NH2:26])[C:20]=3[N:21]=2)=[CH:13][CH:12]=1.C(N(CC)CC)C.[C:34](Cl)(=[O:36])[CH3:35], predict the reaction product. The product is: [CH3:1][CH:2]1[CH2:6][CH2:5][CH2:4][N:3]1[CH2:7][CH2:8][CH2:9][O:10][C:11]1[CH:16]=[CH:15][C:14]([C:17]2[S:18][C:19]3[CH2:25][CH2:24][CH2:23][CH:22]([NH:26][C:34](=[O:36])[CH3:35])[C:20]=3[N:21]=2)=[CH:13][CH:12]=1. (3) Given the reactants [CH2:1]([O:3][SiH:4]([O:8][CH2:9][CH3:10])[O:5][CH2:6][CH3:7])[CH3:2].[CH:11]([CH:13]1[CH2:18][CH2:17][CH:16](C=C)[CH2:15][CH:14]1[CH:21]=[CH2:22])=[CH2:12].CO[SiH](OC)OC.[C:30]1(C)C(C)=CC=C[CH:35]=1, predict the reaction product. The product is: [CH2:1]([O:3][Si:4]([O:8][CH2:9][CH3:10])([O:5][CH2:6][CH3:7])[CH2:22][CH2:21][CH:14]1[CH2:15][CH2:16][CH2:17][CH2:18][C:13]1([CH:11]=[CH2:12])[CH:30]=[CH2:35])[CH3:2]. (4) Given the reactants [ClH:1].[NH2:2][CH2:3][CH:4]1[CH2:13][CH2:12][C:11]2[C:6](=[CH:7][CH:8]=[CH:9][CH:10]=2)[O:5]1.C[O-].[Na+].[F:17][C:18]1[CH:23]=[CH:22][C:21]([C:24]2[CH:25]=[C:26]([CH:30]=O)[CH:27]=[N:28][CH:29]=2)=[CH:20][CH:19]=1.[BH4-].[Na+].Cl, predict the reaction product. The product is: [ClH:1].[F:17][C:18]1[CH:19]=[CH:20][C:21]([C:24]2[CH:25]=[C:26]([CH2:30][NH:2][CH2:3][CH:4]3[CH2:13][CH2:12][C:11]4[C:6](=[CH:7][CH:8]=[CH:9][CH:10]=4)[O:5]3)[CH:27]=[N:28][CH:29]=2)=[CH:22][CH:23]=1. (5) The product is: [Cl:1][C:2]1[N:3]=[N:4][C:5]([I:11])=[C:6]([CH3:9])[C:7]=1[CH3:8]. Given the reactants [Cl:1][C:2]1[N:3]=[N:4][C:5](Cl)=[C:6]([CH3:9])[C:7]=1[CH3:8].[I-:11].[Na+].I.C(=O)([O-])[O-].[Na+].[Na+].[O-]S([O-])(=S)=O.[Na+].[Na+], predict the reaction product. (6) Given the reactants [CH2:1]([N:8]1[C:16]2[C:11](=[CH:12][C:13]([NH:17][C:18]3[C:19]([C:27]([O:29]C)=[O:28])=[N:20][C:21]([CH:24]4[CH2:26][CH2:25]4)=[CH:22][CH:23]=3)=[CH:14][CH:15]=2)[CH:10]=[CH:9]1)[C:2]1[CH:7]=[CH:6][CH:5]=[CH:4][CH:3]=1.[OH-].[Na+], predict the reaction product. The product is: [CH2:1]([N:8]1[C:16]2[C:11](=[CH:12][C:13]([NH:17][C:18]3[C:19]([C:27]([OH:29])=[O:28])=[N:20][C:21]([CH:24]4[CH2:25][CH2:26]4)=[CH:22][CH:23]=3)=[CH:14][CH:15]=2)[CH:10]=[CH:9]1)[C:2]1[CH:7]=[CH:6][CH:5]=[CH:4][CH:3]=1. (7) Given the reactants [Cl:1][C:2]1[CH:7]=[CH:6][C:5]([S:8][C:9]2[C:10]3[C:27]([S:28]([CH3:31])(=[O:30])=[O:29])=[CH:26][CH:25]=[N:24][C:11]=3[N:12]3[C:17]=2[CH:16]([CH2:18][C:19]([O:21]CC)=[O:20])[CH2:15][CH2:14][CH2:13]3)=[CH:4][CH:3]=1.[OH-].[Na+], predict the reaction product. The product is: [Cl:1][C:2]1[CH:7]=[CH:6][C:5]([S:8][C:9]2[C:10]3[C:27]([S:28]([CH3:31])(=[O:30])=[O:29])=[CH:26][CH:25]=[N:24][C:11]=3[N:12]3[C:17]=2[CH:16]([CH2:18][C:19]([OH:21])=[O:20])[CH2:15][CH2:14][CH2:13]3)=[CH:4][CH:3]=1.